Binary Classification. Given a drug SMILES string, predict its activity (active/inactive) in a high-throughput screening assay against a specified biological target. From a dataset of Orexin1 receptor HTS with 218,158 compounds and 233 confirmed actives. (1) The drug is s1c2ncnc(N3CCN(CC3)CCO)c2cc1c1ccccc1. The result is 0 (inactive). (2) The drug is S(=O)(=O)(Nc1c(n(n(c1=O)c1ccccc1)C)C)c1cc([N+]([O-])=O)c(NCCN2CCOCC2)cc1. The result is 0 (inactive). (3) The drug is O(c1c(NC(=O)Nc2cc(ccc2)C(OCC)=O)cc(OC)cc1)C. The result is 0 (inactive).